From a dataset of Reaction yield outcomes from USPTO patents with 853,638 reactions. Predict the reaction yield, written as a fraction of the theoretical maximum amount of product (1.0 means a 100% yield; for example, 0.34 means a 34% yield). (1) The reactants are [Cl:1][C:2]1[N:7]=[C:6]([NH2:8])[C:5]([CH3:9])=[CH:4][N:3]=1.Br[C:11]1[CH:12]=[C:13]([S:17]([NH:20][C:21]([CH3:24])([CH3:23])[CH3:22])(=[O:19])=[O:18])[CH:14]=[CH:15][CH:16]=1.CC1(C)C2C(=C(P(C3C=CC=CC=3)C3C=CC=CC=3)C=CC=2)OC2C(P(C3C=CC=CC=3)C3C=CC=CC=3)=CC=CC1=2.C(=O)([O-])[O-].[Cs+].[Cs+]. The catalyst is O1CCOCC1.C(Cl)Cl.C1C=CC(/C=C/C(/C=C/C2C=CC=CC=2)=O)=CC=1.C1C=CC(/C=C/C(/C=C/C2C=CC=CC=2)=O)=CC=1.C1C=CC(/C=C/C(/C=C/C2C=CC=CC=2)=O)=CC=1.[Pd].[Pd]. The product is [C:21]([NH:20][S:17]([C:13]1[CH:14]=[CH:15][CH:16]=[C:11]([NH:8][C:6]2[C:5]([CH3:9])=[CH:4][N:3]=[C:2]([Cl:1])[N:7]=2)[CH:12]=1)(=[O:19])=[O:18])([CH3:24])([CH3:22])[CH3:23]. The yield is 0.980. (2) The reactants are [CH3:1][O:2][C:3](=[O:45])[NH:4][C@H:5]([C:10]([NH:12][N:13]([CH2:37][C:38]1[CH:43]=[CH:42][C:41](Br)=[CH:40][CH:39]=1)[CH2:14][C@:15]([OH:36])([C:23](=[O:35])[NH:24][C@H:25]1[C:33]2[C:28](=[CH:29][CH:30]=[CH:31][CH:32]=2)[CH2:27][C@H:26]1[OH:34])[CH2:16][C:17]1[CH:22]=[CH:21][CH:20]=[CH:19][CH:18]=1)=[O:11])[C:6]([CH3:9])([CH3:8])[CH3:7].[C:46]1([C:52]#[CH:53])[CH:51]=[CH:50][CH:49]=[CH:48][CH:47]=1.CCN(CC)CC.CN(C=O)C. The catalyst is C(O)=O.Cl[Pd](Cl)([P](C1C=CC=CC=1)(C1C=CC=CC=1)C1C=CC=CC=1)[P](C1C=CC=CC=1)(C1C=CC=CC=1)C1C=CC=CC=1.[Cu]I.CC#N. The product is [CH3:1][O:2][C:3](=[O:45])[NH:4][C@H:5]([C:10]([NH:12][N:13]([CH2:14][C@:15]([OH:36])([C:23](=[O:35])[NH:24][C@H:25]1[C:33]2[C:28](=[CH:29][CH:30]=[CH:31][CH:32]=2)[CH2:27][C@H:26]1[OH:34])[CH2:16][C:17]1[CH:22]=[CH:21][CH:20]=[CH:19][CH:18]=1)[CH2:37][C:38]1[CH:43]=[CH:42][C:41]([C:53]#[C:52][C:46]2[CH:51]=[CH:50][CH:49]=[CH:48][CH:47]=2)=[CH:40][CH:39]=1)=[O:11])[C:6]([CH3:9])([CH3:8])[CH3:7]. The yield is 0.220. (3) The reactants are [ClH:1].[CH3:2][C:3]1[S:7][C:6]([CH:8]2[O:25][C:12]3([CH2:17][CH2:16][N:15](C(OC(C)(C)C)=O)[CH2:14][CH2:13]3)[CH2:11][N:10]([CH2:26][C:27]([F:30])([F:29])[F:28])[CH2:9]2)=[N:5][CH:4]=1. The catalyst is ClCCl. The product is [ClH:1].[CH3:2][C:3]1[S:7][C:6]([CH:8]2[O:25][C:12]3([CH2:13][CH2:14][NH:15][CH2:16][CH2:17]3)[CH2:11][N:10]([CH2:26][C:27]([F:30])([F:28])[F:29])[CH2:9]2)=[N:5][CH:4]=1. The yield is 0.990. (4) The reactants are [C:1]([C:3]1[CH:8]=[CH:7][C:6]([CH:9]([CH3:29])[C:10]([NH:12][CH2:13][C:14]2[C:15]([N:24]3[CH2:28][CH2:27][CH2:26][CH2:25]3)=[N:16][C:17]([C:20]([F:23])([F:22])[F:21])=[CH:18][CH:19]=2)=[O:11])=[CH:5][CH:4]=1)#[N:2].O.[BH4-].[Na+]. The catalyst is C(O)C.Cl[Ni]Cl. The product is [NH2:2][CH2:1][C:3]1[CH:8]=[CH:7][C:6]([CH:9]([CH3:29])[C:10]([NH:12][CH2:13][C:14]2[C:15]([N:24]3[CH2:25][CH2:26][CH2:27][CH2:28]3)=[N:16][C:17]([C:20]([F:23])([F:21])[F:22])=[CH:18][CH:19]=2)=[O:11])=[CH:5][CH:4]=1. The yield is 0.990. (5) The reactants are Br[C:2]1[CH:3]=[N:4][CH:5]=[C:6]([Br:8])[CH:7]=1.[CH:9]([C:11]1[CH:16]=[CH:15][N:14]=[CH:13][CH:12]=1)=[CH2:10].C1(C)C=CC=CC=1P(C1C=CC=CC=1C)C1C=CC=CC=1C.C(N(CC)CC)C. The catalyst is C(#N)C.C([O-])(=O)C.[Pd+2].C([O-])(=O)C. The product is [Br:8][C:6]1[CH:5]=[N:4][CH:3]=[C:2](/[CH:10]=[CH:9]/[C:11]2[CH:16]=[CH:15][N:14]=[CH:13][CH:12]=2)[CH:7]=1. The yield is 0.360. (6) The reactants are [Cl:1][C:2]1[CH:3]=[C:4]([C:8]2[O:9][N:10]=[C:11]3[CH:16]=[CH:15][C:14]([CH:17]([C:19]4[CH:24]=[CH:23][C:22]([CH3:25])=[CH:21][CH:20]=4)[OH:18])=[CH:13][C:12]=23)[CH:5]=[CH:6][CH:7]=1. The catalyst is O1CCOCC1.O=[Mn]=O. The product is [Cl:1][C:2]1[CH:3]=[C:4]([C:8]2[O:9][N:10]=[C:11]3[CH:16]=[CH:15][C:14]([C:17]([C:19]4[CH:20]=[CH:21][C:22]([CH3:25])=[CH:23][CH:24]=4)=[O:18])=[CH:13][C:12]=23)[CH:5]=[CH:6][CH:7]=1. The yield is 1.00.